From a dataset of Catalyst prediction with 721,799 reactions and 888 catalyst types from USPTO. Predict which catalyst facilitates the given reaction. (1) Reactant: [F:1][C:2]1[CH:3]=[C:4]([C:9]2[N:10]([CH2:19][CH2:20][O:21][CH3:22])[C:11](=[O:18])[C:12]([C:15]([OH:17])=O)=[CH:13][N:14]=2)[CH:5]=[C:6]([F:8])[CH:7]=1.C(Cl)(=O)C(Cl)=O.[CH:29]12[CH2:36][CH:33]([CH2:34][CH2:35]1)[C:32](=[O:37])[CH2:31][C:30]2=[O:38].C(N(CC)CC)C.OC(C)(C)C#N. Product: [F:8][C:6]1[CH:5]=[C:4]([C:9]2[N:10]([CH2:19][CH2:20][O:21][CH3:22])[C:11](=[O:18])[C:12]([C:15]([C:31]3[C:32](=[O:37])[CH:33]4[CH2:36][CH:29]([CH2:35][CH2:34]4)[C:30]=3[OH:38])=[O:17])=[CH:13][N:14]=2)[CH:3]=[C:2]([F:1])[CH:7]=1. The catalyst class is: 120. (2) Reactant: O.C(=O)([O-])[O-].[Na+].[Na+].C(=O)(O)[O-].[Na+].[CH3:13][O:14][C:15]([N:17]1[CH:22]=[C:21]([O:23]C(=O)C)[CH:20]([CH3:27])[CH2:19][CH2:18]1)=[O:16]. Product: [CH3:13][O:14][C:15]([N:17]1[CH2:18][CH2:19][CH:20]([CH3:27])[C:21](=[O:23])[CH2:22]1)=[O:16]. The catalyst class is: 5. (3) Reactant: [CH3:13][C:12]([O:11][C:9](O[C:9]([O:11][C:12]([CH3:15])([CH3:14])[CH3:13])=[O:10])=[O:10])([CH3:15])[CH3:14].[Br:16][C:17]1[CH:18]=[C:19]([CH:22]=[CH:23][CH:24]=1)[CH2:20][NH2:21].C(N(CC)CC)C. Product: [Br:16][C:17]1[CH:18]=[C:19]([CH2:20][NH:21][C:9](=[O:10])[O:11][C:12]([CH3:13])([CH3:14])[CH3:15])[CH:22]=[CH:23][CH:24]=1. The catalyst class is: 2. (4) Reactant: [F:1][C:2]1[C:3]([N:11]2[N:15]=[CH:14][CH:13]=[N:12]2)=[C:4]([CH:8]=[CH:9][CH:10]=1)[C:5]([OH:7])=O.CN(C=O)C.C(Cl)(=O)C(Cl)=O.[C@H:27]12[NH:34][CH2:33][C@H:32]1[CH2:31][CH2:30][N:29]([C:35]([O:37][C:38]([CH3:41])([CH3:40])[CH3:39])=[O:36])[CH2:28]2. Product: [F:1][C:2]1[C:3]([N:11]2[N:15]=[CH:14][CH:13]=[N:12]2)=[C:4]([CH:8]=[CH:9][CH:10]=1)[C:5]([N:34]1[C@H:27]2[C@H:32]([CH2:31][CH2:30][N:29]([C:35]([O:37][C:38]([CH3:41])([CH3:40])[CH3:39])=[O:36])[CH2:28]2)[CH2:33]1)=[O:7]. The catalyst class is: 2. (5) Reactant: [CH3:1][O:2][C:3]1[CH:8]=[CH:7][C:6]([C:9]2[N:10]=[C:11]([C:22]3([O:28][CH3:29])[CH2:27][CH2:26][NH:25][CH2:24][CH2:23]3)[S:12][C:13]=2[C:14]2[CH:19]=[CH:18][C:17]([O:20][CH3:21])=[CH:16][CH:15]=2)=[CH:5][CH:4]=1.ClC(Cl)(O[C:34](=[O:40])OC(Cl)(Cl)Cl)Cl.C(N(CC)CC)C.Cl.[CH3:50][NH:51][OH:52]. Product: [CH3:1][O:2][C:3]1[CH:8]=[CH:7][C:6]([C:9]2[N:10]=[C:11]([C:22]3([O:28][CH3:29])[CH2:27][CH2:26][N:25]([C:34](=[O:40])[N:51]([OH:52])[CH3:50])[CH2:24][CH2:23]3)[S:12][C:13]=2[C:14]2[CH:15]=[CH:16][C:17]([O:20][CH3:21])=[CH:18][CH:19]=2)=[CH:5][CH:4]=1. The catalyst class is: 7. (6) Reactant: [H-].[Al+3].[Li+].[H-].[H-].[H-].[CH:7]1([CH2:10][NH:11][C:12]2[CH:16]=[CH:15][N:14]([C:17]3[CH:24]=[CH:23][C:20]([C:21]#[N:22])=[CH:19][CH:18]=3)[N:13]=2)[CH2:9][CH2:8]1. Product: [CH:7]1([CH2:10][NH:11][C:12]2[CH:16]=[CH:15][N:14]([C:17]3[CH:18]=[CH:19][C:20]([CH2:21][NH2:22])=[CH:23][CH:24]=3)[N:13]=2)[CH2:9][CH2:8]1. The catalyst class is: 1.